Dataset: Forward reaction prediction with 1.9M reactions from USPTO patents (1976-2016). Task: Predict the product of the given reaction. (1) Given the reactants [C:1]([O:5][C:6]([NH:8][C@@H:9]([CH2:13][CH:14]1[CH2:16][CH2:15]1)[C:10]([OH:12])=O)=[O:7])([CH3:4])([CH3:3])[CH3:2].OC(C(F)(F)F)=O.[NH2:24][C@@H:25]([CH2:32][C:33]1[CH:38]=[CH:37][CH:36]=[CH:35][CH:34]=1)[C:26]([C@@:28]1([CH3:31])[CH2:30][O:29]1)=[O:27].CN(C(ON1N=NC2C=CC=NC1=2)=[N+](C)C)C.F[P-](F)(F)(F)(F)F.CCN(C(C)C)C(C)C, predict the reaction product. The product is: [CH:14]1([CH2:13][C@H:9]([NH:8][C:6](=[O:7])[O:5][C:1]([CH3:2])([CH3:3])[CH3:4])[C:10]([NH:24][C@@H:25]([CH2:32][C:33]2[CH:38]=[CH:37][CH:36]=[CH:35][CH:34]=2)[C:26]([C@@:28]2([CH3:31])[CH2:30][O:29]2)=[O:27])=[O:12])[CH2:16][CH2:15]1. (2) Given the reactants [CH2:1]([C:3]1[S:7][C:6]([C:8]2[CH:13]=[CH:12][C:11]([C:14]([F:17])([F:16])[F:15])=[CH:10][CH:9]=2)=[N:5][C:4]=1[CH2:18][CH:19]=[O:20])[CH3:2].[CH3:21][Mg]Br.CCOCC, predict the reaction product. The product is: [CH2:1]([C:3]1[S:7][C:6]([C:8]2[CH:9]=[CH:10][C:11]([C:14]([F:17])([F:16])[F:15])=[CH:12][CH:13]=2)=[N:5][C:4]=1[CH2:18][CH:19]([OH:20])[CH3:21])[CH3:2]. (3) Given the reactants [CH2:1]([CH:3]([CH2:9][CH2:10][CH2:11][CH3:12])[CH2:4][Si:5](Cl)([Cl:7])[Cl:6])[CH3:2].C[SiH](Cl)Cl, predict the reaction product. The product is: [CH2:1]([CH:3]([CH2:9][CH2:10][CH2:11][CH3:12])[CH2:4][SiH:5]([Cl:6])[Cl:7])[CH3:2]. (4) The product is: [CH2:18]([C:10]1([CH2:15][CH2:16][CH3:17])[CH:11]([OH:14])[CH2:12][CH2:13][NH:8][CH2:9]1)[CH2:19][CH3:20]. Given the reactants C([N:8]1[CH2:13][CH2:12][CH:11]([OH:14])[C:10]([CH2:18][CH2:19][CH3:20])([CH2:15][CH2:16][CH3:17])[CH2:9]1)C1C=CC=CC=1, predict the reaction product. (5) Given the reactants [CH3:1][C:2]1[C:7]([CH:8]([CH3:14])[C:9]([O:11][CH2:12][CH3:13])=[O:10])=[CH:6][CH:5]=[C:4]([N+:15]([O-])=O)[N:3]=1.CC(O)=O, predict the reaction product. The product is: [NH2:15][C:4]1[N:3]=[C:2]([CH3:1])[C:7]([CH:8]([CH3:14])[C:9]([O:11][CH2:12][CH3:13])=[O:10])=[CH:6][CH:5]=1. (6) Given the reactants [Cl:1][C:2]1[CH:3]=[CH:4][C:5]2[B:9]([OH:10])[O:8][CH2:7][C:6]=2[CH:11]=1.[NH2:12][CH2:13][CH2:14][CH2:15]O, predict the reaction product. The product is: [Cl:1][C:2]1[CH:3]=[CH:4][C:5]2[B:9]([O:10][CH2:15][CH2:14][CH2:13][NH2:12])[O:8][CH2:7][C:6]=2[CH:11]=1.